This data is from Reaction yield outcomes from USPTO patents with 853,638 reactions. The task is: Predict the reaction yield, written as a fraction of the theoretical maximum amount of product (1.0 means a 100% yield; for example, 0.34 means a 34% yield). (1) The reactants are C(N(CC)CC)C.Cl.[Cl:9][CH2:10][CH2:11][NH:12][CH2:13][CH2:14][Cl:15].[CH3:16][S:17](Cl)(=[O:19])=[O:18]. The catalyst is ClCCl. The product is [Cl:9][CH2:10][CH2:11][N:12]([CH2:13][CH2:14][Cl:15])[S:17]([CH3:16])(=[O:19])=[O:18]. The yield is 0.730. (2) The reactants are [I:1][C:2]1[CH:27]=[CH:26][C:5]([NH:6][CH2:7][C:8]2[CH:13]=[CH:12][C:11]([O:14][CH2:15][C:16]3[CH:21]=[CH:20][C:19]([O:22][CH3:23])=[CH:18][CH:17]=3)=[C:10]([O:24][CH3:25])[CH:9]=2)=[C:4]([N+:28]([O-])=O)[CH:3]=1.O.[Cl-].[NH4+]. The catalyst is O1CCCC1.C(O)C.O.O.O.O.O.O.O.S([O-])([O-])(=O)=O.[Fe+2].[Zn]. The yield is 0.970. The product is [I:1][C:2]1[CH:3]=[C:4]([NH2:28])[C:5]([NH:6][CH2:7][C:8]2[CH:13]=[CH:12][C:11]([O:14][CH2:15][C:16]3[CH:21]=[CH:20][C:19]([O:22][CH3:23])=[CH:18][CH:17]=3)=[C:10]([O:24][CH3:25])[CH:9]=2)=[CH:26][CH:27]=1. (3) The reactants are [CH3:1][C:2]1[CH:7]=[CH:6][CH:5]=[C:4]([CH3:8])[C:3]=1[N:9]=[C:10]=[O:11].[NH2:12][C:13]1[CH:18]=[C:17]([F:19])[CH:16]=[CH:15][C:14]=1[C:20]([NH:22][C@@H:23]([CH:28]1[CH2:33][CH2:32][CH2:31][CH2:30][CH2:29]1)[C:24]([O:26][CH3:27])=[O:25])=[O:21].CCCCCC.C(OCC)(=O)C. The catalyst is N1C=CC=CC=1. The product is [CH:28]1([C@H:23]([NH:22][C:20]([C:14]2[CH:15]=[CH:16][C:17]([F:19])=[CH:18][C:13]=2[NH:12][C:10]([NH:9][C:3]2[C:2]([CH3:1])=[CH:7][CH:6]=[CH:5][C:4]=2[CH3:8])=[O:11])=[O:21])[C:24]([O:26][CH3:27])=[O:25])[CH2:33][CH2:32][CH2:31][CH2:30][CH2:29]1. The yield is 0.710. (4) The reactants are [Br:1][CH2:2][O:3][CH3:4].C1(C)C=CC=CC=1.[CH2:12]([P:14]([CH2:17][CH3:18])[CH2:15][CH3:16])[CH3:13]. The catalyst is CCCCCC. The product is [Br-:1].[CH2:12]([P+:14]([CH2:17][CH3:18])([CH2:15][CH3:16])[CH2:2][O:3][CH3:4])[CH3:13]. The yield is 0.800. (5) The reactants are [CH3:1][O:2][C:3]1[CH:8]=[CH:7][C:6]([N:9]2[CH2:14][CH2:13][N:12]([C:15]3[C:16]([CH3:38])=[C:17]([CH3:37])[C:18]4[O:22][C:21]([CH2:24][N:25]5[CH2:34][CH2:33][C:28]6(OCC[O:29]6)[CH2:27][CH2:26]5)([CH3:23])[CH2:20][C:19]=4[C:35]=3[CH3:36])[CH2:11][CH2:10]2)=[CH:5][CH:4]=1.Cl.C(OCC)(=O)C.Cl.O.C(=O)(O)[O-].[Na+]. The catalyst is C(OCC)(=O)C. The product is [CH3:1][O:2][C:3]1[CH:4]=[CH:5][C:6]([N:9]2[CH2:10][CH2:11][N:12]([C:15]3[C:16]([CH3:38])=[C:17]([CH3:37])[C:18]4[O:22][C:21]([CH2:24][N:25]5[CH2:34][CH2:33][C:28](=[O:29])[CH2:27][CH2:26]5)([CH3:23])[CH2:20][C:19]=4[C:35]=3[CH3:36])[CH2:13][CH2:14]2)=[CH:7][CH:8]=1. The yield is 0.500. (6) The reactants are ClC1C=CC=C(C(OO)=[O:9])C=1.[CH:12]1([CH2:15][NH:16][C:17](=[O:41])[C:18]2[CH:23]=[C:22]([C:24]3[CH:29]=[C:28]4[NH:30][C:31](=[O:38])[C:32]5([CH2:37][CH2:36][S:35][CH2:34][CH2:33]5)[C:27]4=[CH:26][CH:25]=3)[C:21]([CH3:39])=[C:20]([F:40])[CH:19]=2)[CH2:14][CH2:13]1.[OH2:42]. The catalyst is ClCCl. The product is [CH:12]1([CH2:15][NH:16][C:17](=[O:41])[C:18]2[CH:19]=[C:20]([F:40])[C:21]([CH3:39])=[C:22]([C:24]3[CH:29]=[C:28]4[NH:30][C:31](=[O:38])[C:32]5([CH2:37][CH2:36][S:35](=[O:9])(=[O:42])[CH2:34][CH2:33]5)[C:27]4=[CH:26][CH:25]=3)[CH:23]=2)[CH2:14][CH2:13]1. The yield is 0.790. (7) The reactants are [CH3:1][C:2]1[N:7]=[C:6]2[S:8][C:9]3[CH2:14][CH2:13][CH2:12][CH2:11][C:10]=3[C:5]2=[C:4]([C:15]2[CH:20]=[CH:19][C:18]([CH3:21])=[CH:17][CH:16]=2)[C:3]=1[CH:22]([CH2:27][CH2:28][C:29]1[CH:34]=[CH:33][CH:32]=[CH:31][CH:30]=1)[C:23]([O:25]C)=[O:24].[OH-].[Na+]. The catalyst is CO. The product is [CH3:1][C:2]1[N:7]=[C:6]2[S:8][C:9]3[CH2:14][CH2:13][CH2:12][CH2:11][C:10]=3[C:5]2=[C:4]([C:15]2[CH:20]=[CH:19][C:18]([CH3:21])=[CH:17][CH:16]=2)[C:3]=1[CH:22]([CH2:27][CH2:28][C:29]1[CH:30]=[CH:31][CH:32]=[CH:33][CH:34]=1)[C:23]([OH:25])=[O:24]. The yield is 0.0200. (8) The reactants are [F:1][C:2]1[CH:3]=[C:4]2[C:29](=[CH:30][CH:31]=1)[C:7]1([CH2:11][CH2:10][N:9]([CH2:12][CH2:13][CH2:14][S:15][C:16]3[N:17]([CH3:28])[C:18]([C:21]4[S:25][C:24]([CH3:26])=[N:23][C:22]=4[CH3:27])=[N:19][N:20]=3)[CH2:8]1)[CH2:6][CH2:5]2.[ClH:32].CCOCC. The catalyst is CCOCC.CO. The product is [ClH:32].[F:1][C:2]1[CH:3]=[C:4]2[C:29](=[CH:30][CH:31]=1)[C:7]1([CH2:11][CH2:10][N:9]([CH2:12][CH2:13][CH2:14][S:15][C:16]3[N:17]([CH3:28])[C:18]([C:21]4[S:25][C:24]([CH3:26])=[N:23][C:22]=4[CH3:27])=[N:19][N:20]=3)[CH2:8]1)[CH2:6][CH2:5]2. The yield is 0.730. (9) The reactants are [Cl:1][C:2]1[CH:7]=[CH:6][C:5]([O:8][C:9]2[CH:14]=[CH:13][C:12](/[CH:15]=[CH:16]/[N+:17]([O-:19])=[O:18])=[CH:11][CH:10]=2)=[CH:4][C:3]=1[C:20]([F:23])([F:22])[F:21].[BH4-].[Na+]. The catalyst is CC(O)CCC.C(Cl)(Cl)Cl. The product is [Cl:1][C:2]1[CH:7]=[CH:6][C:5]([O:8][C:9]2[CH:14]=[CH:13][C:12]([CH2:15][CH2:16][N+:17]([O-:19])=[O:18])=[CH:11][CH:10]=2)=[CH:4][C:3]=1[C:20]([F:21])([F:22])[F:23]. The yield is 0.492. (10) The reactants are [F:1][C:2]1[CH:3]=[C:4]([N+:12]([O-:14])=[O:13])[CH:5]=[C:6]2[C:11]=1[NH:10][CH2:9][CH2:8][CH2:7]2.[H-].[Na+].Cl.Cl[CH2:19][CH2:20][CH:21]1[CH2:25][CH2:24][CH2:23][N:22]1[CH3:26].CO. The catalyst is CN(C)C=O.O.ClCCl.C(OCC)(=O)C. The product is [F:1][C:2]1[CH:3]=[C:4]([N+:12]([O-:14])=[O:13])[CH:5]=[C:6]2[C:11]=1[N:10]([CH2:19][CH2:20][CH:21]1[CH2:25][CH2:24][CH2:23][N:22]1[CH3:26])[CH2:9][CH2:8][CH2:7]2. The yield is 0.850.